This data is from Forward reaction prediction with 1.9M reactions from USPTO patents (1976-2016). The task is: Predict the product of the given reaction. (1) Given the reactants [NH2:1][C:2]1[C:3]2[C:10]([C:11](C3C=CC(OC)=C([N+]([O-])=O)C=3)=[O:12])=[CH:9][N:8]([CH:24]([CH3:26])[CH3:25])[C:4]=2[N:5]=[CH:6][N:7]=1, predict the reaction product. The product is: [NH2:1][C:2]1[C:3]2[C:10]([CH:11]=[O:12])=[CH:9][N:8]([CH:24]([CH3:26])[CH3:25])[C:4]=2[N:5]=[CH:6][N:7]=1. (2) The product is: [ClH:35].[NH2:27][C:23]1([C:20]2[CH:21]=[CH:22][C:17]([C:3]3[C:2](=[O:1])[C:10]4[C:5]([C:4]=3[C:11]3[CH:12]=[CH:13][CH:14]=[CH:15][CH:16]=3)=[CH:6][CH:7]=[CH:8][CH:9]=4)=[CH:18][CH:19]=2)[CH2:26][CH2:25][CH2:24]1. Given the reactants [O:1]=[C:2]1[C:10]2[C:5](=[CH:6][CH:7]=[CH:8][CH:9]=2)[C:4]([C:11]2[CH:16]=[CH:15][CH:14]=[CH:13][CH:12]=2)=[C:3]1[C:17]1[CH:22]=[CH:21][C:20]([C:23]2([NH:27]C(=O)OC(C)(C)C)[CH2:26][CH2:25][CH2:24]2)=[CH:19][CH:18]=1.[ClH:35], predict the reaction product.